Dataset: Forward reaction prediction with 1.9M reactions from USPTO patents (1976-2016). Task: Predict the product of the given reaction. (1) Given the reactants [CH3:1][N:2]([CH3:22])[C:3](=[O:21])[O:4][C:5]1[CH:10]=[CH:9][CH:8]=[C:7]([NH:11][C:12]([C:14]2([CH3:20])[CH2:19][CH2:18][NH:17][CH2:16][CH2:15]2)=[O:13])[CH:6]=1.Cl[C:24]1[C:25]2[C:32]([CH3:33])=[CH:31][NH:30][C:26]=2[N:27]=[CH:28][N:29]=1.C(N(CC)C(C)C)(C)C, predict the reaction product. The product is: [CH3:22][N:2]([CH3:1])[C:3](=[O:21])[O:4][C:5]1[CH:10]=[CH:9][CH:8]=[C:7]([NH:11][C:12]([C:14]2([CH3:20])[CH2:15][CH2:16][N:17]([C:24]3[C:25]4[C:32]([CH3:33])=[CH:31][NH:30][C:26]=4[N:27]=[CH:28][N:29]=3)[CH2:18][CH2:19]2)=[O:13])[CH:6]=1. (2) The product is: [CH3:27][O:26][C:14]1[C:15]2[N:16]([CH3:25])[C:17]3[C:22](=[CH:21][C:20]([NH:29][C:30](=[O:38])[CH2:31][CH3:32])=[CH:19][CH:18]=3)[C:23]=2[C:11]([C:9]([NH2:8])=[O:10])=[CH:12][CH:13]=1. Given the reactants ClC1C=NC=C(Cl)C=1[NH:8][C:9]([C:11]1[C:23]2[C:22]3[C:17](=[CH:18][CH:19]=[C:20](N)[CH:21]=3)[N:16]([CH3:25])[C:15]=2[C:14]([O:26][CH3:27])=[CH:13][CH:12]=1)=[O:10].[N:29]1C=C[CH:32]=[CH:31][CH:30]=1.C(Cl)(=[O:38])CC, predict the reaction product. (3) Given the reactants FC(F)(F)C(O)=O.[CH3:8][O:9][C:10]1[CH:19]=[C:18]2[C:13]([N:14]=[CH:15][C:16]([NH2:20])=[N:17]2)=[CH:12][CH:11]=1.C(N(CC)CC)C.[C:28](N1C=CC=CC1=O)(N1C=CC=CC1=O)=[S:29], predict the reaction product. The product is: [N:20]([C:16]1[CH:15]=[N:14][C:13]2[C:18](=[CH:19][C:10]([O:9][CH3:8])=[CH:11][CH:12]=2)[N:17]=1)=[C:28]=[S:29]. (4) Given the reactants [Br:1][C:2]1[C:10]([N+:11]([O-])=O)=[CH:9][C:8]([F:14])=[CH:7][C:3]=1[C:4]([O-:6])=[O:5].[C:15]([O-])(O)=O.[Na+], predict the reaction product. The product is: [NH2:11][C:10]1[C:2]([Br:1])=[C:3]([CH:7]=[C:8]([F:14])[CH:9]=1)[C:4]([O:6][CH3:15])=[O:5]. (5) Given the reactants [F:1][C:2]1[CH:3]=[C:4]([S:8]([NH:11][C:12]2[CH:13]=[C:14]([CH:27]=[CH:28][CH:29]=2)[C:15]([NH:17][C:18]2[CH:26]=[CH:25][C:21]([C:22]([OH:24])=[O:23])=[CH:20][CH:19]=2)=[O:16])(=[O:10])=[O:9])[CH:5]=[CH:6][CH:7]=1.F[C:31]1C=C(S(Cl)(=O)=O)C=C[CH:36]=1, predict the reaction product. The product is: [CH2:31]([O:23][C:22](=[O:24])[C:21]1[CH:25]=[CH:26][C:18]([NH:17][C:15](=[O:16])[C:14]2[CH:27]=[CH:28][CH:29]=[C:12]([NH:11][S:8]([C:4]3[CH:5]=[CH:6][CH:7]=[C:2]([F:1])[CH:3]=3)(=[O:9])=[O:10])[CH:13]=2)=[CH:19][CH:20]=1)[CH3:36]. (6) Given the reactants FC(F)(F)C(O)=O.[Br:8][C:9]1[CH:37]=[CH:36][C:35]([O:38][CH3:39])=[CH:34][C:10]=1[CH2:11][CH:12]1[CH2:17][CH2:16][N:15]([C:18](=[O:33])[CH2:19][CH:20]2[CH2:25][CH2:24][N:23](C(OC(C)(C)C)=O)[CH2:22][CH2:21]2)[CH2:14][CH2:13]1, predict the reaction product. The product is: [Br:8][C:9]1[CH:37]=[CH:36][C:35]([O:38][CH3:39])=[CH:34][C:10]=1[CH2:11][CH:12]1[CH2:17][CH2:16][N:15]([C:18](=[O:33])[CH2:19][CH:20]2[CH2:21][CH2:22][NH:23][CH2:24][CH2:25]2)[CH2:14][CH2:13]1.